From a dataset of NCI-60 drug combinations with 297,098 pairs across 59 cell lines. Regression. Given two drug SMILES strings and cell line genomic features, predict the synergy score measuring deviation from expected non-interaction effect. (1) Drug 1: CC1C(C(=O)NC(C(=O)N2CCCC2C(=O)N(CC(=O)N(C(C(=O)O1)C(C)C)C)C)C(C)C)NC(=O)C3=C4C(=C(C=C3)C)OC5=C(C(=O)C(=C(C5=N4)C(=O)NC6C(OC(=O)C(N(C(=O)CN(C(=O)C7CCCN7C(=O)C(NC6=O)C(C)C)C)C)C(C)C)C)N)C. Drug 2: CC1CCC2CC(C(=CC=CC=CC(CC(C(=O)C(C(C(=CC(C(=O)CC(OC(=O)C3CCCCN3C(=O)C(=O)C1(O2)O)C(C)CC4CCC(C(C4)OC)O)C)C)O)OC)C)C)C)OC. Cell line: PC-3. Synergy scores: CSS=-2.75, Synergy_ZIP=2.28, Synergy_Bliss=3.22, Synergy_Loewe=-3.94, Synergy_HSA=-2.93. (2) Cell line: NCIH23. Drug 2: C1C(C(OC1N2C=C(C(=O)NC2=O)F)CO)O. Synergy scores: CSS=56.3, Synergy_ZIP=-2.44, Synergy_Bliss=-2.66, Synergy_Loewe=0.674, Synergy_HSA=2.79. Drug 1: CC1OCC2C(O1)C(C(C(O2)OC3C4COC(=O)C4C(C5=CC6=C(C=C35)OCO6)C7=CC(=C(C(=C7)OC)O)OC)O)O. (3) Drug 1: CC12CCC3C(C1CCC2=O)CC(=C)C4=CC(=O)C=CC34C. Drug 2: C1=NC2=C(N1)C(=S)N=CN2. Cell line: OVCAR-4. Synergy scores: CSS=45.4, Synergy_ZIP=-6.09, Synergy_Bliss=-7.12, Synergy_Loewe=-12.6, Synergy_HSA=-5.97. (4) Drug 1: C1CCN(CC1)CCOC2=CC=C(C=C2)C(=O)C3=C(SC4=C3C=CC(=C4)O)C5=CC=C(C=C5)O. Drug 2: CCCCCOC(=O)NC1=NC(=O)N(C=C1F)C2C(C(C(O2)C)O)O. Cell line: OVCAR-4. Synergy scores: CSS=-3.23, Synergy_ZIP=2.81, Synergy_Bliss=1.37, Synergy_Loewe=-3.27, Synergy_HSA=-3.40. (5) Drug 2: C1=NC2=C(N=C(N=C2N1C3C(C(C(O3)CO)O)F)Cl)N. Synergy scores: CSS=32.4, Synergy_ZIP=-4.66, Synergy_Bliss=-1.16, Synergy_Loewe=-8.49, Synergy_HSA=-1.14. Drug 1: CCC1=CC2CC(C3=C(CN(C2)C1)C4=CC=CC=C4N3)(C5=C(C=C6C(=C5)C78CCN9C7C(C=CC9)(C(C(C8N6C)(C(=O)OC)O)OC(=O)C)CC)OC)C(=O)OC.C(C(C(=O)O)O)(C(=O)O)O. Cell line: UACC-257. (6) Drug 1: C1CCN(CC1)CCOC2=CC=C(C=C2)C(=O)C3=C(SC4=C3C=CC(=C4)O)C5=CC=C(C=C5)O. Drug 2: CC1=CC2C(CCC3(C2CCC3(C(=O)C)OC(=O)C)C)C4(C1=CC(=O)CC4)C. Cell line: SW-620. Synergy scores: CSS=-5.64, Synergy_ZIP=2.13, Synergy_Bliss=1.34, Synergy_Loewe=-5.23, Synergy_HSA=-3.97. (7) Drug 1: C1=NC2=C(N=C(N=C2N1C3C(C(C(O3)CO)O)F)Cl)N. Drug 2: CCC1=C2CN3C(=CC4=C(C3=O)COC(=O)C4(CC)O)C2=NC5=C1C=C(C=C5)O. Cell line: SR. Synergy scores: CSS=55.9, Synergy_ZIP=2.65, Synergy_Bliss=2.67, Synergy_Loewe=-34.3, Synergy_HSA=0.756.